This data is from Forward reaction prediction with 1.9M reactions from USPTO patents (1976-2016). The task is: Predict the product of the given reaction. (1) Given the reactants [CH:1]1([C:4]2[N:8]([C:9]3[CH:14]=[CH:13][CH:12]=[C:11]([C:15]([F:18])([F:17])[F:16])[CH:10]=3)[N:7]=[C:6]([CH3:19])[C:5]=2[C:20]([N:22]2[CH2:27][CH2:26][C:25](=O)[CH2:24][CH2:23]2)=[O:21])[CH2:3][CH2:2]1.[NH:29]1[CH2:33][CH2:32][C@H:31]([NH:34][C:35](=[O:37])[CH3:36])[CH2:30]1, predict the reaction product. The product is: [CH:1]1([C:4]2[N:8]([C:9]3[CH:14]=[CH:13][CH:12]=[C:11]([C:15]([F:17])([F:16])[F:18])[CH:10]=3)[N:7]=[C:6]([CH3:19])[C:5]=2[C:20]([N:22]2[CH2:27][CH2:26][CH:25]([N:29]3[CH2:33][CH2:32][C@H:31]([NH:34][C:35](=[O:37])[CH3:36])[CH2:30]3)[CH2:24][CH2:23]2)=[O:21])[CH2:3][CH2:2]1. (2) Given the reactants Br[C:2]1[N:6]([S:7]([C:10]2[CH:11]=[N:12][CH:13]=[CH:14][CH:15]=2)(=[O:9])=[O:8])[CH:5]=[C:4]([CH2:16][N:17]([CH3:25])[C:18](=[O:24])[O:19][C:20]([CH3:23])([CH3:22])[CH3:21])[CH:3]=1.[CH3:26][S:27]([C:30]1[CH:35]=[CH:34][C:33](B(O)O)=[CH:32][CH:31]=1)(=[O:29])=[O:28].C(=O)([O-])[O-].[Na+].[Na+].COCCOC, predict the reaction product. The product is: [CH3:25][N:17]([CH2:16][C:4]1[CH:3]=[C:2]([C:33]2[CH:34]=[CH:35][C:30]([S:27]([CH3:26])(=[O:29])=[O:28])=[CH:31][CH:32]=2)[N:6]([S:7]([C:10]2[CH:11]=[N:12][CH:13]=[CH:14][CH:15]=2)(=[O:9])=[O:8])[CH:5]=1)[C:18](=[O:24])[O:19][C:20]([CH3:23])([CH3:22])[CH3:21]. (3) Given the reactants Br[C:2]1[C:3]([NH2:19])=[N:4][C:5]([C:14]2[O:15][CH:16]=[CH:17][CH:18]=2)=[C:6]([C:8]2[CH:13]=[CH:12][N:11]=[CH:10][CH:9]=2)[N:7]=1.[CH3:20][O-:21].[Na+], predict the reaction product. The product is: [O:15]1[CH:16]=[CH:17][CH:18]=[C:14]1[C:5]1[N:4]=[C:3]([NH2:19])[C:2]([O:21][CH3:20])=[N:7][C:6]=1[C:8]1[CH:13]=[CH:12][N:11]=[CH:10][CH:9]=1. (4) Given the reactants Cl.Cl.[Cl:3][C:4]1[CH:9]=[CH:8][C:7]([C@@H:10]2[CH2:15][N:14]([C:16]3[CH:21]=[CH:20][CH:19]=[CH:18][CH:17]=3)[CH2:13][CH2:12][N:11]2CC=C)=[CH:6][CH:5]=1.Cl.C.[OH-].[Na+], predict the reaction product. The product is: [Cl:3][C:4]1[CH:5]=[CH:6][C:7]([C@H:10]2[NH:11][CH2:12][CH2:13][N:14]([C:16]3[CH:21]=[CH:20][CH:19]=[CH:18][CH:17]=3)[CH2:15]2)=[CH:8][CH:9]=1. (5) Given the reactants [OH:1][C:2]1[CH:7]=[CH:6][C:5]([S:8][CH2:9][CH2:10][CH2:11][C:12]([OH:14])=O)=[CH:4][CH:3]=1.[Cl:15][C:16]1[CH:24]=[CH:23][CH:22]=[CH:21][C:17]=1[CH2:18][NH:19][CH3:20], predict the reaction product. The product is: [Cl:15][C:16]1[CH:24]=[CH:23][CH:22]=[CH:21][C:17]=1[CH2:18][N:19]([CH3:20])[C:12](=[O:14])[CH2:11][CH2:10][CH2:9][S:8][C:5]1[CH:4]=[CH:3][C:2]([OH:1])=[CH:7][CH:6]=1. (6) Given the reactants Cl[CH2:2][CH2:3][CH2:4][CH:5]([C:16]1O[C:18]([C:21]2[CH:26]=[CH:25][C:24]([C:27]3[O:31][C:30]([CH3:32])=[N:29][CH:28]=3)=[C:23]([O:33][CH3:34])[CH:22]=2)=[N:19][N:20]=1)[C:6]1[CH:11]=[CH:10][C:9]([C:12]([F:15])([F:14])[F:13])=[CH:8][CH:7]=1.[N-:35]=[N+]=[N-].[Na+].C1(P(C2C=CC=CC=2)C2C=CC=CC=2)C=CC=CC=1, predict the reaction product. The product is: [CH3:34][O:33][C:23]1[CH:22]=[C:21]([C:18]2[N:35]3[CH2:2][CH2:3][CH2:4][CH:5]([C:6]4[CH:11]=[CH:10][C:9]([C:12]([F:15])([F:14])[F:13])=[CH:8][CH:7]=4)[C:16]3=[N:20][N:19]=2)[CH:26]=[CH:25][C:24]=1[C:27]1[O:31][C:30]([CH3:32])=[N:29][CH:28]=1. (7) Given the reactants Cl.[NH2:2][C@H:3]1[CH2:8][CH2:7][C@H:6]([NH:9][C:10]([C:12]2[C:16]3[N:17]=[CH:18][N:19]=[C:20]([C:21]4[CH:26]=[C:25]([F:27])[C:24]([O:28][CH3:29])=[CH:23][C:22]=4[O:30][CH2:31][CH:32]4[CH2:34][CH2:33]4)[C:15]=3[NH:14][C:13]=2[CH3:35])=[O:11])[CH2:5][CH2:4]1.C([O:39][CH2:40][C:41](Cl)=[O:42])(=O)C, predict the reaction product. The product is: [CH:32]1([CH2:31][O:30][C:22]2[CH:23]=[C:24]([O:28][CH3:29])[C:25]([F:27])=[CH:26][C:21]=2[C:20]2[C:15]3[NH:14][C:13]([CH3:35])=[C:12]([C:10]([NH:9][C@H:6]4[CH2:7][CH2:8][C@H:3]([NH:2][C:40](=[O:39])[CH2:41][OH:42])[CH2:4][CH2:5]4)=[O:11])[C:16]=3[N:17]=[CH:18][N:19]=2)[CH2:34][CH2:33]1.